Dataset: Catalyst prediction with 721,799 reactions and 888 catalyst types from USPTO. Task: Predict which catalyst facilitates the given reaction. (1) Reactant: [CH3:1][O:2][C:3]1[CH:8]=[C:7]([O:9][CH3:10])[CH:6]=[CH:5][C:4]=1Br.C([Li])CCC.[I-].[CH3:18][N+:19]1[CH:24]=[CH:23][C:22]([CH3:25])=[CH:21][CH:20]=1. Product: [CH3:1][O:2][C:3]1[CH:8]=[C:7]([O:9][CH3:10])[CH:6]=[CH:5][C:4]=1[CH:24]1[CH:23]=[C:22]([CH3:25])[CH:21]=[CH:20][N:19]1[CH3:18]. The catalyst class is: 280. (2) Reactant: [F:1][C:2]1[C:11]([F:12])=[C:10]2[C:5]([CH:6]=[CH:7][CH:8]([CH2:13][CH2:14][CH2:15][CH2:16][CH3:17])[O:9]2)=[CH:4][CH:3]=1. Product: [F:1][C:2]1[C:11]([F:12])=[C:10]2[C:5]([CH2:6][CH2:7][CH:8]([CH2:13][CH2:14][CH2:15][CH2:16][CH3:17])[O:9]2)=[CH:4][CH:3]=1. The catalyst class is: 787.